From a dataset of Peptide-MHC class II binding affinity with 134,281 pairs from IEDB. Regression. Given a peptide amino acid sequence and an MHC pseudo amino acid sequence, predict their binding affinity value. This is MHC class II binding data. The peptide sequence is VSWVMKIGIGVLLTW. The MHC is DRB1_1501 with pseudo-sequence DRB1_1501. The binding affinity (normalized) is 0.619.